The task is: Predict the reaction yield, written as a fraction of the theoretical maximum amount of product (1.0 means a 100% yield; for example, 0.34 means a 34% yield).. This data is from Reaction yield outcomes from USPTO patents with 853,638 reactions. (1) The reactants are CO[CH:3](OC)[CH2:4][C:5]1[N:13]=[CH:12][CH:11]=[CH:10][C:6]=1[C:7]([NH2:9])=[O:8].CC1C=CC(S(O)(=O)=O)=CC=1.O. The catalyst is C1(C)C=CC=CC=1. The product is [N:13]1[C:5]2[CH:4]=[CH:3][NH:9][C:7](=[O:8])[C:6]=2[CH:10]=[CH:11][CH:12]=1. The yield is 0.660. (2) The reactants are [Cl:1][C:2]1[N:7]=[C:6]([C:8]([O:10][CH3:11])=[O:9])[CH:5]=[C:4](Cl)[N:3]=1.[NH:13]1[CH2:17][CH2:16][CH2:15][C@H:14]1[C:18]([NH2:20])=[O:19].CCN(C(C)C)C(C)C. The catalyst is C(#N)C. The product is [C:18]([C@@H:14]1[CH2:15][CH2:16][CH2:17][N:13]1[C:4]1[N:3]=[C:2]([Cl:1])[N:7]=[C:6]([C:8]([O:10][CH3:11])=[O:9])[CH:5]=1)(=[O:19])[NH2:20]. The yield is 0.240. (3) The reactants are [CH:1]1([NH:7][C:8]2[C:9]3[CH:19]=[CH:18][N:17]([S:20]([C:23]4[CH:29]=[CH:28][C:26]([CH3:27])=[CH:25][CH:24]=4)(=[O:22])=[O:21])[C:10]=3[N:11]=[CH:12][C:13]=2[N+:14]([O-])=O)[CH2:6][CH2:5][CH2:4][CH2:3][CH2:2]1.O.O.[Sn](Cl)Cl. The catalyst is CCO. The product is [CH2:4]1[CH2:5][CH2:6][CH:1]([NH:7][C:8]2[C:13]([NH2:14])=[CH:12][N:11]=[C:10]3[N:17]([S:20]([C:23]4[CH:29]=[CH:28][C:26]([CH3:27])=[CH:25][CH:24]=4)(=[O:21])=[O:22])[CH:18]=[CH:19][C:9]=23)[CH2:2][CH2:3]1. The yield is 0.790. (4) The reactants are Br[C:2]1[C:10]2[C:5](=[CH:6][CH:7]=[C:8]([C:11]#[N:12])[CH:9]=2)[N:4](C2CCCCO2)[N:3]=1.[O:19]1[CH2:23][CH2:22][C:21]2[CH:24]=[C:25](B(O)O)[CH:26]=[CH:27][C:20]1=2.ClCCl.P([O-])([O-])([O-])=O.[K+].[K+].[K+].Cl. The catalyst is COCCOC.O.CO. The product is [O:19]1[CH2:23][CH2:22][C:21]2[CH:24]=[C:25]([C:2]3[C:10]4[C:5](=[CH:6][CH:7]=[C:8]([C:11]#[N:12])[CH:9]=4)[NH:4][N:3]=3)[CH:26]=[CH:27][C:20]1=2. The yield is 0.640.